This data is from HIV replication inhibition screening data with 41,000+ compounds from the AIDS Antiviral Screen. The task is: Binary Classification. Given a drug SMILES string, predict its activity (active/inactive) in a high-throughput screening assay against a specified biological target. (1) The compound is CC=CCCC1CCCCN(C(=O)OC(C)(C)C)C1OCC. The result is 0 (inactive). (2) The drug is CCOC(=O)C(=Cc1cccc(C#N)c1)N(CC)CC. The result is 0 (inactive).